This data is from Peptide-MHC class II binding affinity with 134,281 pairs from IEDB. The task is: Regression. Given a peptide amino acid sequence and an MHC pseudo amino acid sequence, predict their binding affinity value. This is MHC class II binding data. (1) The peptide sequence is LASSCQVAFSYFPPP. The MHC is HLA-DQA10401-DQB10402 with pseudo-sequence HLA-DQA10401-DQB10402. The binding affinity (normalized) is 0.195. (2) The peptide sequence is KVKSLKLLNTRRRQL. The MHC is H-2-IAb with pseudo-sequence H-2-IAb. The binding affinity (normalized) is 0.0471. (3) The peptide sequence is AFILDGDNLNPKV. The MHC is HLA-DQA10501-DQB10201 with pseudo-sequence HLA-DQA10501-DQB10201. The binding affinity (normalized) is 0.392. (4) The peptide sequence is IDDRFANALLALNDMGK. The MHC is DRB1_1101 with pseudo-sequence DRB1_1101. The binding affinity (normalized) is 0.273. (5) The binding affinity (normalized) is 0.425. The peptide sequence is EKKYFKATQFEPLAA. The MHC is HLA-DQA10501-DQB10201 with pseudo-sequence HLA-DQA10501-DQB10201. (6) The peptide sequence is AGYKGEQGPKGEP. The MHC is DRB1_0401 with pseudo-sequence DRB1_0401. The binding affinity (normalized) is 0.418. (7) The peptide sequence is GEPKGAAESSSKAAL. The MHC is DRB1_0401 with pseudo-sequence DRB1_0401. The binding affinity (normalized) is 0.347. (8) The peptide sequence is DKYRTFVATFGAASNKAFAE. The MHC is DRB5_0101 with pseudo-sequence DRB5_0101. The binding affinity (normalized) is 0.933.